Dataset: Reaction yield outcomes from USPTO patents with 853,638 reactions. Task: Predict the reaction yield, written as a fraction of the theoretical maximum amount of product (1.0 means a 100% yield; for example, 0.34 means a 34% yield). (1) The reactants are [Br:1][C:2]1[N:3]=[C:4]([NH:9][CH2:10][C:11]2[C:16]([F:17])=[CH:15][CH:14]=[C:13]([F:18])[C:12]=2[Cl:19])[C:5]([NH2:8])=[N:6][CH:7]=1.C(N(C(C)C)CC)C.[C:28]([O:32][CH2:33][CH3:34])(=[O:31])[CH:29]=[O:30].O. The catalyst is C(Cl)Cl. The product is [Br:1][C:2]1[N:3]=[C:4]([NH:9][CH2:10][C:11]2[C:16]([F:17])=[CH:15][CH:14]=[C:13]([F:18])[C:12]=2[Cl:19])[C:5]([NH:8][C:29](=[O:30])[C:28]([O:32][CH2:33][CH3:34])=[O:31])=[N:6][CH:7]=1. The yield is 0.520. (2) The reactants are C(OC([N:8]([C:13]1[CH:14]=[C:15]([C:21]2[CH:22]=[C:23]3[C:29]([C:30]4[CH:31]=[N:32][N:33]([CH2:35][C:36]5[CH:37]=[N:38][CH:39]=[CH:40][CH:41]=5)[CH:34]=4)=[CH:28][N:27](C(OC(C)(C)C)=O)[C:24]3=[N:25][CH:26]=2)[CH:16]=[CH:17][C:18]=1[O:19][CH3:20])[S:9]([CH3:12])(=[O:11])=[O:10])=O)(C)(C)C. The catalyst is Cl.CCOCC.CO. The product is [CH3:20][O:19][C:18]1[CH:17]=[CH:16][C:15]([C:21]2[CH:22]=[C:23]3[C:29]([C:30]4[CH:31]=[N:32][N:33]([CH2:35][C:36]5[CH:37]=[N:38][CH:39]=[CH:40][CH:41]=5)[CH:34]=4)=[CH:28][NH:27][C:24]3=[N:25][CH:26]=2)=[CH:14][C:13]=1[NH:8][S:9]([CH3:12])(=[O:11])=[O:10]. The yield is 0.290. (3) The reactants are C([O:4][CH2:5][CH:6]([C:12]1[CH:17]=[CH:16][C:15]([NH:18][C:19]([C:21]2[N:22]([CH2:28][O:29][CH2:30][CH2:31][Si:32]([CH3:35])([CH3:34])[CH3:33])[CH:23]=[C:24]([C:26]#[N:27])[N:25]=2)=[O:20])=[C:14]([C:36]2[CH2:41][CH2:40][CH2:39][CH2:38][CH:37]=2)[CH:13]=1)[CH2:7][O:8]C(=O)C)(=O)C.[OH-].[Na+].C(Cl)Cl.O. The catalyst is CC(O)C. The product is [C:36]1([C:14]2[CH:13]=[C:12]([CH:6]([CH2:5][OH:4])[CH2:7][OH:8])[CH:17]=[CH:16][C:15]=2[NH:18][C:19]([C:21]2[N:22]([CH2:28][O:29][CH2:30][CH2:31][Si:32]([CH3:33])([CH3:35])[CH3:34])[CH:23]=[C:24]([C:26]#[N:27])[N:25]=2)=[O:20])[CH2:41][CH2:40][CH2:39][CH2:38][CH:37]=1. The yield is 0.630. (4) The reactants are CS(Cl)(=O)=O.[Cl:6][C:7]1[C:15]2[N:14]=[C:13]([NH:16][C:17]3[C:18]([CH3:26])=[N:19][C:20]([O:24][CH3:25])=[N:21][C:22]=3[CH3:23])[N:12]([CH2:27][CH2:28][CH2:29]O)[C:11]=2[C:10]([C:31]([O:33][CH3:34])=[O:32])=[CH:9][CH:8]=1.S([O-])(=O)(=O)C.C(=O)([O-])[O-].[K+].[K+]. The catalyst is O1CCCC1.CN(C)C=O.[Cl-].[NH4+].C(N(CC)CC)C. The product is [Cl:6][C:7]1[CH:8]=[CH:9][C:10]([C:31]([O:33][CH3:34])=[O:32])=[C:11]2[C:15]=1[N:14]=[C:13]1[N:16]([C:17]3[C:22]([CH3:23])=[N:21][C:20]([O:24][CH3:25])=[N:19][C:18]=3[CH3:26])[CH2:29][CH2:28][CH2:27][N:12]21. The yield is 0.760. (5) The reactants are [CH3:1][C:2]1[N:7]=[C:6]([C:8]2[CH:13]=[CH:12][CH:11]=[C:10]([C:14]3[CH:15]=[C:16]([S:20]([NH2:23])(=[O:22])=[O:21])[CH:17]=[CH:18][CH:19]=3)[N:9]=2)[CH:5]=[C:4]([C:24]2[CH:29]=[CH:28][C:27]([C:30]([F:33])([F:32])[F:31])=[CH:26][CH:25]=2)[CH:3]=1.[C:34](O[C:34](=[O:37])[CH2:35][CH3:36])(=[O:37])[CH2:35][CH3:36]. The catalyst is C(O)(=O)CC.CCOC(C)=O. The product is [CH3:1][C:2]1[N:7]=[C:6]([C:8]2[CH:13]=[CH:12][CH:11]=[C:10]([C:14]3[CH:15]=[C:16]([S:20]([NH:23][C:34](=[O:37])[CH2:35][CH3:36])(=[O:21])=[O:22])[CH:17]=[CH:18][CH:19]=3)[N:9]=2)[CH:5]=[C:4]([C:24]2[CH:29]=[CH:28][C:27]([C:30]([F:33])([F:31])[F:32])=[CH:26][CH:25]=2)[CH:3]=1. The yield is 0.660. (6) The reactants are [C:1]([N:8]1[CH2:12][CH2:11][C@@H:10]([CH2:13]Br)[CH2:9]1)([O:3][C:4]([CH3:7])([CH3:6])[CH3:5])=[O:2].[Cl:15][C:16]1[N:21]=[C:20]2[CH:22]=[CH:23][NH:24][C:19]2=[CH:18][C:17]=1[C:25]1[CH:32]=[CH:31][C:28]([C:29]#[N:30])=[CH:27][CH:26]=1.C(=O)([O-])[O-].[Cs+].[Cs+]. The catalyst is CN(C=O)C. The product is [Cl:15][C:16]1[N:21]=[C:20]2[CH:22]=[CH:23][N:24]([CH2:13][C@@H:10]3[CH2:11][CH2:12][N:8]([C:1]([O:3][C:4]([CH3:7])([CH3:6])[CH3:5])=[O:2])[CH2:9]3)[C:19]2=[CH:18][C:17]=1[C:25]1[CH:32]=[CH:31][C:28]([C:29]#[N:30])=[CH:27][CH:26]=1. The yield is 0.770. (7) The reactants are [CH3:1][O:2][C:3](=[O:14])[C:4]1[CH:9]=[CH:8][CH:7]=[C:6]([N+:10]([O-])=O)[C:5]=1[OH:13].[H][H]. The catalyst is C(O)C.[Pd]. The product is [CH3:1][O:2][C:3](=[O:14])[C:4]1[CH:9]=[CH:8][CH:7]=[C:6]([NH2:10])[C:5]=1[OH:13]. The yield is 0.950. (8) The reactants are Br[C:2]1[C:3]([NH:9][C:10](=[O:13])[CH2:11]I)=[N:4][CH:5]=[C:6]([Br:8])[N:7]=1.C(N(C(C)C)CC)(C)C.Cl.[CH3:24][O:25][C@@H:26]1[CH2:31][CH2:30][C@H:29]([NH2:32])[CH2:28][CH2:27]1. The catalyst is C(#N)C. The product is [Br:8][C:6]1[N:7]=[C:2]2[N:32]([C@H:29]3[CH2:30][CH2:31][C@@H:26]([O:25][CH3:24])[CH2:27][CH2:28]3)[CH2:11][C:10](=[O:13])[NH:9][C:3]2=[N:4][CH:5]=1. The yield is 0.550.